From a dataset of Catalyst prediction with 721,799 reactions and 888 catalyst types from USPTO. Predict which catalyst facilitates the given reaction. (1) Reactant: C([O:4][C:5]1[CH:9]=[C:8]([N:10](C(=O)C)[C:11](=[O:13])[CH3:12])[N:7]([C:17]2[CH:22]=[C:21]([S:23][CH2:24][C:25]([F:28])([F:27])[F:26])[C:20]([CH3:29])=[CH:19][C:18]=2[F:30])[N:6]=1)(=O)C.O.N. Product: [C:11]([NH:10][C:8]1[N:7]([C:17]2[CH:22]=[C:21]([S:23][CH2:24][C:25]([F:26])([F:27])[F:28])[C:20]([CH3:29])=[CH:19][C:18]=2[F:30])[N:6]=[C:5]([OH:4])[CH:9]=1)(=[O:13])[CH3:12]. The catalyst class is: 8. (2) Reactant: [NH2:1][C:2]1[CH:7]=[N:6][CH:5]=[CH:4][N:3]=1.CC(N(C)C)=O.[Cl:14][C:15]1[CH:23]=[CH:22][C:21]([N+:24]([O-:26])=[O:25])=[CH:20][C:16]=1[C:17](Cl)=[O:18].C(=O)(O)[O-].[Na+]. Product: [N:3]1[CH:4]=[CH:5][N:6]=[CH:7][C:2]=1[NH:1][C:17]([C:16]1[CH:20]=[C:21]([N+:24]([O-:26])=[O:25])[CH:22]=[CH:23][C:15]=1[Cl:14])=[O:18]. The catalyst class is: 84. (3) Reactant: [C:1]([CH:9]1[CH2:15][CH2:14][O:13][C:12]2[CH:16]=[C:17]([N:20]3[CH2:24][C@H:23]([CH2:25][NH:26][C:27](=[O:29])[CH3:28])[O:22][C:21]3=[O:30])[CH:18]=[CH:19][C:11]=2[C:10]1=O)(=O)C1C=CC=CC=1.[CH3:32][NH:33][NH2:34].C(N(CC)CC)C. Product: [CH3:32][N:33]1[N:34]=[C:10]2[C:9]([CH2:15][CH2:14][O:13][C:12]3[CH:16]=[C:17]([N:20]4[CH2:24][C@H:23]([CH2:25][NH:26][C:27](=[O:29])[CH3:28])[O:22][C:21]4=[O:30])[CH:18]=[CH:19][C:11]=32)=[CH:1]1. The catalyst class is: 8. (4) Reactant: [Br:1][C:2]1[CH:7]=[CH:6][C:5](Br)=[CH:4][N:3]=1.CCOCC.C([Li])CCC.[CH3:19][C:20]([CH3:22])=[O:21]. Product: [Br:1][C:2]1[N:3]=[CH:4][C:5]([C:20]([OH:21])([CH3:22])[CH3:19])=[CH:6][CH:7]=1. The catalyst class is: 1. (5) Reactant: [Cl:1][C:2]1[CH:14]=[C:13]([Cl:15])[C:12]([O:16][C:17]2[N:21]([CH3:22])[N:20]=[C:19]([CH2:23][CH2:24][CH3:25])[C:18]=2[CH:26]=[CH2:27])=[CH:11][C:3]=1[O:4][C@@H:5]([CH3:10])[C:6]([O:8]C)=[O:7].O.[OH-].[Li+].Cl. Product: [Cl:1][C:2]1[CH:14]=[C:13]([Cl:15])[C:12]([O:16][C:17]2[N:21]([CH3:22])[N:20]=[C:19]([CH2:23][CH2:24][CH3:25])[C:18]=2[CH:26]=[CH2:27])=[CH:11][C:3]=1[O:4][C@@H:5]([CH3:10])[C:6]([OH:8])=[O:7]. The catalyst class is: 30. (6) Reactant: [CH3:1][NH:2][C:3]([N:5]1[C:13]2[C:8](=[CH:9][C:10]([O:14][C:15]3[C:20]([I:21])=[CH:19][N:18]=[C:17]([NH2:22])[N:16]=3)=[CH:11][CH:12]=2)[CH:7]=[CH:6]1)=[O:4].C(N([CH2:28][CH3:29])CC)C.Cl[C:31]([O:33][C:34]1[CH:39]=[CH:38][CH:37]=[CH:36][CH:35]=1)=[O:32]. Product: [I:21][C:20]1[C:15]([O:14][C:10]2[CH:9]=[C:8]3[C:13](=[CH:12][CH:11]=2)[N:5]([C:3]([NH:2][CH3:1])=[O:4])[CH:6]=[CH:7]3)=[N:16][C:17]([N:22]([C:31]([O:33][C:29]2[CH:28]=[CH:36][CH:35]=[CH:34][CH:39]=2)=[O:32])[C:31](=[O:32])[O:33][C:34]2[CH:39]=[CH:38][CH:37]=[CH:36][CH:35]=2)=[N:18][CH:19]=1. The catalyst class is: 7. (7) Reactant: [CH3:1][CH2:2][CH:3]([O:6][C@H:7]1[C@H:12]([NH:13][C:14]([CH3:16])=[O:15])[C@@H:11]([NH2:17])[CH2:10][C:9]([C:18]([O:20][CH2:21][CH3:22])=[O:19])=[CH:8]1)[CH2:4][CH3:5].C(O)(C(O)=O)C(O)C(O)=O.CC(C)=O.[OH:37][P:38]([OH:41])([OH:40])=[O:39]. Product: [CH3:5][CH2:4][CH:3]([O:6][C@H:7]1[C@H:12]([NH:13][C:14]([CH3:16])=[O:15])[C@@H:11]([NH2:17])[CH2:10][C:9]([C:18]([O:20][CH2:21][CH3:22])=[O:19])=[CH:8]1)[CH2:2][CH3:1].[OH:39][P:38]([OH:41])([OH:40])=[O:37]. The catalyst class is: 8. (8) Reactant: [F:1][C:2]1[C:7]([CH:8]([OH:18])[C:9]2[C:17]3[CH:16]=[N:15][CH:14]=[N:13][C:12]=3[NH:11][CH:10]=2)=[C:6]([F:19])[CH:5]=[CH:4][C:3]=1[NH:20][S:21]([CH2:24][CH2:25][CH3:26])(=[O:23])=[O:22].CC(OI1(OC(C)=O)(OC(C)=O)OC(=O)C2C=CC=CC1=2)=O. Product: [F:1][C:2]1[C:7]([C:8]([C:9]2[C:17]3[CH:16]=[N:15][CH:14]=[N:13][C:12]=3[NH:11][CH:10]=2)=[O:18])=[C:6]([F:19])[CH:5]=[CH:4][C:3]=1[NH:20][S:21]([CH2:24][CH2:25][CH3:26])(=[O:23])=[O:22]. The catalyst class is: 7.